Task: Predict the product of the given reaction.. Dataset: Forward reaction prediction with 1.9M reactions from USPTO patents (1976-2016) Given the reactants [CH3:1][S:2]([C:5]1[CH:32]=[CH:31][C:8]([C:9]([NH:11][C:12]2[CH:17]=[CH:16][C:15]([C:18]3[CH2:19][CH2:20][N:21]([C:24]([O:26][C:27]([CH3:30])([CH3:29])[CH3:28])=[O:25])[CH2:22][CH:23]=3)=[CH:14][N:13]=2)=[O:10])=[CH:7][CH:6]=1)(=[O:4])=[O:3], predict the reaction product. The product is: [CH3:1][S:2]([C:5]1[CH:6]=[CH:7][C:8]([C:9]([NH:11][C:12]2[CH:17]=[CH:16][C:15]([CH:18]3[CH2:23][CH2:22][N:21]([C:24]([O:26][C:27]([CH3:28])([CH3:30])[CH3:29])=[O:25])[CH2:20][CH2:19]3)=[CH:14][N:13]=2)=[O:10])=[CH:31][CH:32]=1)(=[O:3])=[O:4].